From a dataset of Forward reaction prediction with 1.9M reactions from USPTO patents (1976-2016). Predict the product of the given reaction. (1) The product is: [S:8]1[CH:9]=[CH:10][CH:11]=[C:7]1[C:5](=[O:6])[C:4]([OH:12])=[O:3]. Given the reactants C([O:3][C:4](=[O:12])[C:5]([C:7]1[S:8][CH:9]=[CH:10][CH:11]=1)=[O:6])C.Cl, predict the reaction product. (2) Given the reactants [Cl:1][C:2]1[C:7]([F:8])=[CH:6][CH:5]=[C:4]([Cl:9])[C:3]=1[C@@H:10]([O:12][C:13]1[C:14]([NH2:30])=[N:15][CH:16]=[C:17]([C:19]2[CH:20]=[N:21][N:22]([CH:24]3[CH2:29][CH2:28][NH:27][CH2:26][CH2:25]3)[CH:23]=2)[CH:18]=1)[CH3:11].I[CH3:32], predict the reaction product. The product is: [Cl:1][C:2]1[C:7]([F:8])=[CH:6][CH:5]=[C:4]([Cl:9])[C:3]=1[C@@H:10]([O:12][C:13]1[C:14]([NH2:30])=[N:15][CH:16]=[C:17]([C:19]2[CH:20]=[N:21][N:22]([CH:24]3[CH2:29][CH2:28][N:27]([CH3:32])[CH2:26][CH2:25]3)[CH:23]=2)[CH:18]=1)[CH3:11]. (3) Given the reactants [OH-].[Na+].[C:3]([C:5]1[CH:6]=[C:7]([C:15]2[O:19][N:18]=[C:17]([C:20]3[C:21]([CH2:35][CH3:36])=[C:22]([O:26][CH2:27][CH2:28][CH2:29][C:30]([O:32]CC)=[O:31])[CH:23]=[CH:24][CH:25]=3)[N:16]=2)[CH:8]=[CH:9][C:10]=1[O:11][CH:12]([CH3:14])[CH3:13])#[N:4].Cl, predict the reaction product. The product is: [C:3]([C:5]1[CH:6]=[C:7]([C:15]2[O:19][N:18]=[C:17]([C:20]3[C:21]([CH2:35][CH3:36])=[C:22]([O:26][CH2:27][CH2:28][CH2:29][C:30]([OH:32])=[O:31])[CH:23]=[CH:24][CH:25]=3)[N:16]=2)[CH:8]=[CH:9][C:10]=1[O:11][CH:12]([CH3:14])[CH3:13])#[N:4]. (4) Given the reactants [CH3:1][O:2][CH:3]([O:8][CH3:9])[C:4](OC)=[O:5].[Br:10][C:11]1[CH:18]=[CH:17][CH:16]=[CH:15][C:12]=1[CH2:13][NH2:14], predict the reaction product. The product is: [Br:10][C:11]1[CH:18]=[CH:17][CH:16]=[CH:15][C:12]=1[CH2:13][NH:14][C:4](=[O:5])[CH:3]([O:8][CH3:9])[O:2][CH3:1]. (5) Given the reactants [Cl:1][C:2]1[CH:3]=[C:4]([CH:14]=[CH:15][C:16]=1[Cl:17])[CH2:5][N:6]1[CH2:11][CH2:10][O:9][CH:8]([CH2:12][NH2:13])[CH2:7]1.[N:18]1[CH:23]=[CH:22][N:21]=[CH:20][C:19]=1[C:24]1[S:25][CH:26]=[C:27]([CH2:29][C:30](O)=[O:31])[N:28]=1, predict the reaction product. The product is: [Cl:1][C:2]1[CH:3]=[C:4]([CH:14]=[CH:15][C:16]=1[Cl:17])[CH2:5][N:6]1[CH2:11][CH2:10][O:9][CH:8]([CH2:12][NH:13][C:30](=[O:31])[CH2:29][C:27]2[N:28]=[C:24]([C:19]3[CH:20]=[N:21][CH:22]=[CH:23][N:18]=3)[S:25][CH:26]=2)[CH2:7]1.